Predict which catalyst facilitates the given reaction. From a dataset of Catalyst prediction with 721,799 reactions and 888 catalyst types from USPTO. (1) Reactant: [CH:1]1([C:4]2[NH:24][C:7]3[N:8]=[N:9][C:10]([CH2:12][CH2:13][CH2:14][CH2:15][N:16]4[CH:20]=[C:19]([C:21]([OH:23])=[O:22])[N:18]=[N:17]4)=[CH:11][C:6]=3[CH:5]=2)[CH2:3][CH2:2]1.[I:25]Cl. Product: [CH:1]1([C:4]2[NH:24][C:7]3[N:8]=[N:9][C:10]([CH2:12][CH2:13][CH2:14][CH2:15][N:16]4[CH:20]=[C:19]([C:21]([OH:23])=[O:22])[N:18]=[N:17]4)=[CH:11][C:6]=3[C:5]=2[I:25])[CH2:3][CH2:2]1. The catalyst class is: 2. (2) Reactant: [F:1][C:2]1([F:45])[CH2:7][CH2:6][C@@H:5]([NH:8][C:9](=[O:22])[C:10]2[CH:15]=[CH:14][C:13]([N:16]3[CH:20]=[CH:19][C:18]([CH3:21])=[N:17]3)=[CH:12][CH:11]=2)[C@@H:4]([C:23]([N:25]2[C:37]3[C:36]4[CH:35]=[C:34]([F:38])[CH:33]=[CH:32][C:31]=4[N:30]=[C:29]([C:39]4[CH:44]=[CH:43][CH:42]=[CH:41][CH:40]=4)[C:28]=3[CH2:27][CH2:26]2)=[O:24])[CH2:3]1.[ClH:46]. Product: [ClH:46].[F:45][C:2]1([F:1])[CH2:7][CH2:6][C@@H:5]([NH:8][C:9](=[O:22])[C:10]2[CH:11]=[CH:12][C:13]([N:16]3[CH:20]=[CH:19][C:18]([CH3:21])=[N:17]3)=[CH:14][CH:15]=2)[C@@H:4]([C:23]([N:25]2[C:37]3[C:36]4[CH:35]=[C:34]([F:38])[CH:33]=[CH:32][C:31]=4[N:30]=[C:29]([C:39]4[CH:40]=[CH:41][CH:42]=[CH:43][CH:44]=4)[C:28]=3[CH2:27][CH2:26]2)=[O:24])[CH2:3]1. The catalyst class is: 5. (3) Reactant: [NH2:1][C:2]1[CH:7]=[CH:6][C:5]([CH:8]([CH2:17][CH:18]2[CH2:22][CH2:21][CH2:20][CH2:19]2)[C:9]([NH:11][C:12]2[S:13][CH:14]=[CH:15][N:16]=2)=[O:10])=[CH:4][CH:3]=1.C(N(CC)C(C)C)(C)C.Cl.[C:33](Cl)(=[O:40])[C:34]1[CH:39]=[CH:38][CH:37]=[N:36][CH:35]=1. Product: [CH:18]1([CH2:17][CH:8]([C:5]2[CH:4]=[CH:3][C:2]([NH:1][C:33](=[O:40])[C:34]3[CH:39]=[CH:38][CH:37]=[N:36][CH:35]=3)=[CH:7][CH:6]=2)[C:9](=[O:10])[NH:11][C:12]2[S:13][CH:14]=[CH:15][N:16]=2)[CH2:22][CH2:21][CH2:20][CH2:19]1. The catalyst class is: 7. (4) Reactant: [CH2:1]1[C:9]2[C:4](=[CH:5][CH:6]=[CH:7][CH:8]=2)[CH2:3][C:2]1=[O:10].CO[CH:13](OC)[N:14]([CH3:16])[CH3:15]. Product: [CH3:13][N:14]([CH:16]=[C:1]1[C:9]2[C:4](=[CH:5][CH:6]=[CH:7][CH:8]=2)[CH2:3][C:2]1=[O:10])[CH3:15]. The catalyst class is: 7. (5) Reactant: [C@H:1]12[CH2:7][C@H:4]([CH2:5][CH2:6]1)[CH2:3][C@H:2]2[NH:8][C:9]1[N:14]=[C:13]([C:15]([F:18])([F:17])[F:16])[C:12]([C:19]([O:21]C)=[O:20])=[CH:11][N:10]=1.CO.[OH-].[Na+].Cl. Product: [C@H:1]12[CH2:7][C@H:4]([CH2:5][CH2:6]1)[CH2:3][C@H:2]2[NH:8][C:9]1[N:14]=[C:13]([C:15]([F:16])([F:17])[F:18])[C:12]([C:19]([OH:21])=[O:20])=[CH:11][N:10]=1. The catalyst class is: 7. (6) Reactant: [CH3:1][N:2]1[C:7](=[O:8])[C:6]2=[CH:9][NH:10][CH:11]=[C:5]2[C:4]([CH2:12][CH:13]([CH3:15])[CH3:14])=[N:3]1.Cl[CH2:17][C:18]1[CH:23]=[CH:22][CH:21]=[CH:20][C:19]=1[I:24].C(=O)([O-])[O-].[Cs+].[Cs+]. Product: [I:24][C:19]1[CH:20]=[CH:21][CH:22]=[CH:23][C:18]=1[CH2:17][N:10]1[CH:11]=[C:5]2[C:6]([C:7](=[O:8])[N:2]([CH3:1])[N:3]=[C:4]2[CH2:12][CH:13]([CH3:15])[CH3:14])=[CH:9]1. The catalyst class is: 3.